The task is: Predict the product of the given reaction.. This data is from Forward reaction prediction with 1.9M reactions from USPTO patents (1976-2016). (1) Given the reactants [F:1][C:2]([F:38])([F:37])[O:3][C:4]1[CH:9]=[CH:8][C:7]([N:10]2[CH:14]=[N:13][C:12]([C:15]3[CH:36]=[CH:35][C:18]([CH2:19][NH:20][O:21][C@H:22]4[C@H:27]([O:28][CH3:29])[C@H:26]([O:30][CH3:31])[C@@H:25]([O:32][CH3:33])[C@H:24]([CH3:34])[O:23]4)=[CH:17][CH:16]=3)=[N:11]2)=[CH:6][CH:5]=1.[C:39](Cl)(=[O:41])[CH3:40], predict the reaction product. The product is: [F:38][C:2]([F:1])([F:37])[O:3][C:4]1[CH:9]=[CH:8][C:7]([N:10]2[CH:14]=[N:13][C:12]([C:15]3[CH:36]=[CH:35][C:18]([CH2:19][N:20]([O:21][C@H:22]4[C@H:27]([O:28][CH3:29])[C@H:26]([O:30][CH3:31])[C@@H:25]([O:32][CH3:33])[C@H:24]([CH3:34])[O:23]4)[C:39](=[O:41])[CH3:40])=[CH:17][CH:16]=3)=[N:11]2)=[CH:6][CH:5]=1. (2) Given the reactants [Cl:1][C:2]1[N:7]=[C:6](Cl)[C:5]([CH3:9])=[CH:4][N:3]=1.[C:10]([NH:13][CH2:14][CH2:15][NH2:16])(=[O:12])[CH3:11].C(N(C(C)C)C(C)C)C, predict the reaction product. The product is: [Cl:1][C:2]1[N:7]=[C:6]([NH:16][CH2:15][CH2:14][NH:13][C:10](=[O:12])[CH3:11])[C:5]([CH3:9])=[CH:4][N:3]=1. (3) Given the reactants [CH3:1][C:2]1[N:7]=[C:6]2[N:8]=[C:9]([C:11]3[CH:16]=[CH:15][CH:14]=[C:13]([N+:17]([O-:19])=[O:18])[CH:12]=3)[O:10][C:5]2=[CH:4][CH:3]=1.C1C(=O)N([Br:27])C(=O)C1.C(OOC(=O)C1C=CC=CC=1)(=O)C1C=CC=CC=1.[Br-], predict the reaction product. The product is: [Br:27][CH2:1][C:2]1[N:7]=[C:6]2[N:8]=[C:9]([C:11]3[CH:16]=[CH:15][CH:14]=[C:13]([N+:17]([O-:19])=[O:18])[CH:12]=3)[O:10][C:5]2=[CH:4][CH:3]=1. (4) Given the reactants [C:1]([O:5][C:6](=[O:27])[C:7]([S:10][C:11]1[S:12][CH:13]=[C:14]([CH2:16][CH2:17][NH:18][C:19]2[N:24]=[CH:23][C:22]([CH2:25][CH3:26])=[CH:21][N:20]=2)[N:15]=1)([CH3:9])[CH3:8])([CH3:4])([CH3:3])[CH3:2].Cl[CH2:29][C:30]1[CH:31]=[CH:32][C:33]([C:36]2[CH:41]=[CH:40][CH:39]=[CH:38][CH:37]=2)=[N:34][CH:35]=1.CC(C)([O-])C.[K+].O, predict the reaction product. The product is: [C:1]([O:5][C:6](=[O:27])[C:7]([S:10][C:11]1[S:12][CH:13]=[C:14]([CH2:16][CH2:17][N:18]([C:19]2[N:20]=[CH:21][C:22]([CH2:25][CH3:26])=[CH:23][N:24]=2)[CH2:29][C:30]2[CH:35]=[N:34][C:33]([C:36]3[CH:37]=[CH:38][CH:39]=[CH:40][CH:41]=3)=[CH:32][CH:31]=2)[N:15]=1)([CH3:9])[CH3:8])([CH3:2])([CH3:3])[CH3:4]. (5) The product is: [F:1][C:2]1[CH:7]=[CH:6][C:5]([S:8][CH2:10][CH2:11][OH:12])=[CH:4][CH:3]=1. Given the reactants [F:1][C:2]1[CH:7]=[CH:6][C:5]([SH:8])=[CH:4][CH:3]=1.Br[CH2:10][CH2:11][OH:12].[OH-].[Na+], predict the reaction product.